Dataset: Forward reaction prediction with 1.9M reactions from USPTO patents (1976-2016). Task: Predict the product of the given reaction. (1) Given the reactants Br[C:2]1[C:7]([N+:8]([O-:10])=[O:9])=[CH:6][C:5]([Br:11])=[CH:4][N:3]=1.[CH3:12][O:13][C:14]([C:16]1[CH:21]=[CH:20][C:19](B(O)O)=[CH:18][CH:17]=1)=[O:15].P([O-])([O-])([O-])=O.[K+].[K+].[K+], predict the reaction product. The product is: [Br:11][C:5]1[CH:6]=[C:7]([N+:8]([O-:10])=[O:9])[C:2]([C:19]2[CH:20]=[CH:21][C:16]([C:14]([O:13][CH3:12])=[O:15])=[CH:17][CH:18]=2)=[N:3][CH:4]=1. (2) Given the reactants [CH3:1][O:2][C:3]([C@H:5]1[CH2:8][C@H:7]([N:9]2[C:13]3[N:14]=[CH:15][N:16]=[C:17]([NH2:18])[C:12]=3[C:11]([C:19]3[CH:24]=[CH:23][CH:22]=[C:21]([O:25][CH2:26][C:27]4[CH:32]=[CH:31][CH:30]=[CH:29][CH:28]=4)[CH:20]=3)=[CH:10]2)[CH2:6]1)=[O:4].[Br:33]N1C(=O)CCC1=O, predict the reaction product. The product is: [CH3:1][O:2][C:3]([C@H:5]1[CH2:6][C@H:7]([N:9]2[C:13]3[N:14]=[CH:15][N:16]=[C:17]([NH2:18])[C:12]=3[C:11]([C:19]3[CH:24]=[CH:23][CH:22]=[C:21]([O:25][CH2:26][C:27]4[CH:28]=[CH:29][CH:30]=[CH:31][CH:32]=4)[CH:20]=3)=[C:10]2[Br:33])[CH2:8]1)=[O:4]. (3) Given the reactants Cl[CH2:2][C:3]1[C:4]([S:9][CH:10]2[CH2:13][CH2:12][CH2:11]2)=[N:5][CH:6]=[CH:7][CH:8]=1.C([O:16][C:17]([CH:19]1[CH2:21][CH:20]1[C:22]1[CH:27]=[CH:26][C:25]([OH:28])=[C:24]([CH3:29])[C:23]=1[CH3:30])=[O:18])C, predict the reaction product. The product is: [CH:10]1([S:9][C:4]2[C:3]([CH2:2][O:28][C:25]3[CH:26]=[CH:27][C:22]([CH:20]4[CH2:21][CH:19]4[C:17]([OH:18])=[O:16])=[C:23]([CH3:30])[C:24]=3[CH3:29])=[CH:8][CH:7]=[CH:6][N:5]=2)[CH2:13][CH2:12][CH2:11]1. (4) Given the reactants [C:1]1(=[CH:6][C:7]2[CH:12]=[CH:11][C:10]([O:13][CH3:14])=[CH:9][C:8]=2[N+:15]([O-])=O)[CH2:5][CH2:4][CH2:3][CH2:2]1.[H][H], predict the reaction product. The product is: [CH:1]1([CH2:6][C:7]2[CH:12]=[CH:11][C:10]([O:13][CH3:14])=[CH:9][C:8]=2[NH2:15])[CH2:2][CH2:3][CH2:4][CH2:5]1. (5) Given the reactants [N+:1]([C:4]1[CH:5]=[C:6]([C:10]2[CH:20]=[CH:19][C:13]([C:14]([O:16]CC)=[O:15])=[CH:12][CH:11]=2)[CH:7]=[CH:8][CH:9]=1)([O-:3])=[O:2].[OH-].[Na+].Cl, predict the reaction product. The product is: [N+:1]([C:4]1[CH:5]=[C:6]([C:10]2[CH:20]=[CH:19][C:13]([C:14]([OH:16])=[O:15])=[CH:12][CH:11]=2)[CH:7]=[CH:8][CH:9]=1)([O-:3])=[O:2]. (6) Given the reactants [CH:1]([N:4]([S:28]([C:31]1[CH:36]=[CH:35][CH:34]=[CH:33][CH:32]=1)(=[O:30])=[O:29])[C:5]1[CH:23]=[CH:22][C:21]([C:24]([F:27])([F:26])[F:25])=[CH:20][C:6]=1[O:7][CH2:8][C:9]1[CH:19]=[CH:18][C:12]([CH:13]=[CH:14][C:15]([OH:17])=[O:16])=[CH:11][CH:10]=1)([CH3:3])[CH3:2].[OH-].[Na+:38], predict the reaction product. The product is: [Na+:38].[CH:1]([N:4]([S:28]([C:31]1[CH:32]=[CH:33][CH:34]=[CH:35][CH:36]=1)(=[O:29])=[O:30])[C:5]1[CH:23]=[CH:22][C:21]([C:24]([F:26])([F:25])[F:27])=[CH:20][C:6]=1[O:7][CH2:8][C:9]1[CH:10]=[CH:11][C:12]([CH:13]=[CH:14][C:15]([O-:17])=[O:16])=[CH:18][CH:19]=1)([CH3:3])[CH3:2]. (7) Given the reactants [O:1]1[CH2:5][CH2:4][CH2:3][CH:2]1[CH:6]=[CH:7][C:8]#[N:9], predict the reaction product. The product is: [O:1]1[CH2:5][CH2:4][CH2:3][CH:2]1[CH2:6][CH2:7][CH2:8][NH2:9].